Dataset: Catalyst prediction with 721,799 reactions and 888 catalyst types from USPTO. Task: Predict which catalyst facilitates the given reaction. (1) The catalyst class is: 378. Product: [F:1][C:2]1[CH:7]=[CH:6][CH:5]=[CH:4][C:3]=1[C:18]1[C:26]2[C:21](=[CH:22][CH:23]=[C:24]([C:27]3[S:28][C:29]([S:32]([CH3:35])(=[O:34])=[O:33])=[N:30][N:31]=3)[CH:25]=2)[N:20]([S:36]([C:39]2[CH:45]=[CH:44][C:42]([CH3:43])=[CH:41][CH:40]=2)(=[O:38])=[O:37])[CH:19]=1. Reactant: [F:1][C:2]1[CH:7]=[CH:6][CH:5]=[CH:4][C:3]=1B1OC(C)(C)C(C)(C)O1.I[C:18]1[C:26]2[C:21](=[CH:22][CH:23]=[C:24]([C:27]3[S:28][C:29]([S:32]([CH3:35])(=[O:34])=[O:33])=[N:30][N:31]=3)[CH:25]=2)[N:20]([S:36]([C:39]2[CH:45]=[CH:44][C:42]([CH3:43])=[CH:41][CH:40]=2)(=[O:38])=[O:37])[CH:19]=1.P([O-])([O-])([O-])=O.[K+].[K+].[K+].CC(N)CC1C=CC=CC=1.OP(O)(O)=O. (2) Reactant: [CH3:1][N:2]1[C:8]([CH3:10])([CH3:9])[C:6](=[O:7])[NH:5][C:3]1=[O:4].C(=O)([O-])[O-].[K+].[K+].[CH3:17][O:18][CH2:19][O:20][C:21](=[CH2:24])[CH2:22]Cl. Product: [CH3:1][N:2]1[C:8]([CH3:10])([CH3:9])[C:6](=[O:7])[N:5]([CH2:24][C:21]([O:20][CH2:19][O:18][CH3:17])=[CH2:22])[C:3]1=[O:4]. The catalyst class is: 3. (3) Reactant: [C:1]([C:3]1[CH:8]=[CH:7][C:6]([C:9](=[O:13])[C:10]([OH:12])=O)=[CH:5][CH:4]=1)#[N:2].S(Cl)(Cl)=O.[NH2:18][C:19]1[CH:20]=[CH:21][C:22]2[C:27](=[O:28])[O:26][N:25]=[C:24]([CH3:29])[C:23]=2[CH:30]=1. Product: [C:1]([C:3]1[CH:4]=[CH:5][C:6]([C:9](=[O:13])[C:10]([NH:18][C:19]2[CH:20]=[CH:21][C:22]3[C:27](=[O:28])[O:26][N:25]=[C:24]([CH3:29])[C:23]=3[CH:30]=2)=[O:12])=[CH:7][CH:8]=1)#[N:2]. The catalyst class is: 80. (4) Reactant: [CH2:1]([C:5]12[CH2:17][C:16](=[O:18])[CH:15]=[C:6]1[C:7]1[CH:8]=[CH:9][C:10]([OH:14])=[CH:11][C:12]=1[CH2:13]2)[CH2:2][CH2:3][CH3:4].C(N(CC)C(C)C)(C)C.[CH3:28][O:29][CH2:30]Cl. Product: [CH2:1]([C:5]12[CH2:17][C:16](=[O:18])[CH:15]=[C:6]1[C:7]1[CH:8]=[CH:9][C:10]([O:14][CH2:28][O:29][CH3:30])=[CH:11][C:12]=1[CH2:13]2)[CH2:2][CH2:3][CH3:4]. The catalyst class is: 31. (5) Reactant: [C:1]([C:3]1[CH:8]=[CH:7][CH:6]=[CH:5][C:4]=1[O:9][CH2:10][C:11]1[CH:16]=[CH:15][C:14]([O:17][CH3:18])=[CH:13][CH:12]=1)#[CH:2].[N+:19]([CH:22](C(OCC)=O)[C:23]([O:25][CH2:26][CH3:27])=[O:24])([O-])=[O:20]. Product: [CH3:18][O:17][C:14]1[CH:13]=[CH:12][C:11]([CH2:10][O:9][C:4]2[CH:5]=[CH:6][CH:7]=[CH:8][C:3]=2[C:1]2[O:20][N:19]=[C:22]([C:23]([O:25][CH2:26][CH3:27])=[O:24])[CH:2]=2)=[CH:16][CH:15]=1. The catalyst class is: 728. (6) Reactant: [H-].[Na+].[O:3]=[C:4]([CH2:12][CH2:13][CH2:14][CH2:15][CH3:16])[CH2:5]P(=O)(OC)OC.[CH3:17][O:18][C:19](=[O:35])[CH2:20][CH2:21][CH2:22][C:23]#[C:24][CH2:25][N:26]1[C:31](=[O:32])[CH2:30][CH2:29][CH2:28][CH:27]1[CH:33]=O. Product: [CH3:17][O:18][C:19](=[O:35])[CH2:20][CH2:21][CH2:22][C:23]#[C:24][CH2:25][N:26]1[CH:27](/[CH:33]=[CH:5]/[C:4](=[O:3])[CH2:12][CH2:13][CH2:14][CH2:15][CH3:16])[CH2:28][CH2:29][CH2:30][C:31]1=[O:32]. The catalyst class is: 1. (7) Reactant: [C:1]([O:5][C:6](=[O:25])[N:7]([C:16]1[C:17](=[O:24])[N:18]([CH3:23])[CH:19]=[C:20]([Br:22])[CH:21]=1)[C:8]1[CH:13]=[CH:12][C:11]([CH:14]=O)=[CH:10][N:9]=1)([CH3:4])([CH3:3])[CH3:2].[CH3:26][N:27]1[CH2:32][CH2:31][NH:30][CH2:29][CH2:28]1.C(O[BH-](OC(=O)C)OC(=O)C)(=O)C.[Na+].C(O)(=O)C. Product: [C:1]([O:5][C:6](=[O:25])[N:7]([C:16]1[C:17](=[O:24])[N:18]([CH3:23])[CH:19]=[C:20]([Br:22])[CH:21]=1)[C:8]1[CH:13]=[CH:12][C:11]([CH2:14][N:30]2[CH2:31][CH2:32][N:27]([CH3:26])[CH2:28][CH2:29]2)=[CH:10][N:9]=1)([CH3:2])([CH3:4])[CH3:3]. The catalyst class is: 2. (8) Reactant: [CH2:1]([O:3][C:4]1[CH:9]=[C:8]([O:10]CC2C=CC(OC)=CC=2)[N:7]=[CH:6][C:5]=1[C:20]1[CH:25]=[CH:24][C:23]([CH2:26][C:27]([OH:29])=[O:28])=[C:22]([F:30])[CH:21]=1)[CH3:2]. Product: [CH2:1]([O:3][C:4]1[C:5]([C:20]2[CH:25]=[CH:24][C:23]([CH2:26][C:27]([OH:29])=[O:28])=[C:22]([F:30])[CH:21]=2)=[CH:6][NH:7][C:8](=[O:10])[CH:9]=1)[CH3:2]. The catalyst class is: 19. (9) Reactant: [Si]([O:8][C@H:9]1[C:25]2[N:16]3[CH2:17][CH2:18][C:19]4[CH:20]=[CH:21][CH:22]=[CH:23][C:24]=4[C:15]3=[CH:14][C:13]=2[C@@:12]2([O:29][Si](C(C)(C)C)(C)C)[O:26][C:27](=[O:28])[C@@H:10]1[CH2:11]2)(C(C)(C)C)(C)C.[F-].C([N+](CCCC)(CCCC)CCCC)CCC.[K+].[Br-]. Product: [OH:8][C@H:9]1[C:25]2[N:16]3[CH2:17][CH2:18][C:19]4[CH:20]=[CH:21][CH:22]=[CH:23][C:24]=4[C:15]3=[CH:14][C:13]=2[C@:12]2([OH:29])[O:26][C:27](=[O:28])[C@@H:10]1[CH2:11]2. The catalyst class is: 36. (10) Reactant: [N:1]([C:4]1[C:5]([N+:19]([O-])=O)=[C:6]([CH:16]=[CH:17][CH:18]=1)[O:7][CH2:8][CH2:9][N:10]1[CH2:15][CH2:14][NH:13][CH2:12][CH2:11]1)=[N+]=[N-].[H][H]. Product: [N:10]1([CH2:9][CH2:8][O:7][C:6]2[CH:16]=[CH:17][CH:18]=[C:4]([NH2:1])[C:5]=2[NH2:19])[CH2:15][CH2:14][NH:13][CH2:12][CH2:11]1. The catalyst class is: 43.